This data is from Full USPTO retrosynthesis dataset with 1.9M reactions from patents (1976-2016). The task is: Predict the reactants needed to synthesize the given product. (1) Given the product [C:17]1([C:14]2[CH:15]=[CH:16][C:11]([C:7]#[N:6])=[CH:12][N:13]=2)[CH:22]=[CH:21][CH:20]=[CH:19][CH:18]=1, predict the reactants needed to synthesize it. The reactants are: COC(=O)CC1[N:6]=[C:7]([C:11]2[CH:12]=[N:13][C:14]([C:17]3[CH:22]=[CH:21][CH:20]=[CH:19][CH:18]=3)=[CH:15][CH:16]=2)SC=1C.[H-].[H-].[H-].[H-].[Li+].[Al+3]. (2) Given the product [CH:8]([O:12][C:2]1[C:11]2[C:6](=[C:7]([O:14][CH3:15])[C:8]([O:12][CH3:13])=[CH:9][CH:10]=2)[CH:5]=[C:4]([NH:16][C:17]2[CH:21]=[C:20]([CH3:22])[NH:19][N:18]=2)[N:3]=1)([CH3:9])[CH3:7], predict the reactants needed to synthesize it. The reactants are: Cl[C:2]1[C:11]2[C:6](=[C:7]([O:14][CH3:15])[C:8]([O:12][CH3:13])=[CH:9][CH:10]=2)[CH:5]=[C:4]([NH:16][C:17]2[CH:21]=[C:20]([CH3:22])[NH:19][N:18]=2)[N:3]=1. (3) The reactants are: Cl[C:2]1[N:7]=[C:6]([NH:8][C:9]([C:11]2([C:14]3[CH:24]=[CH:23][C:17]4[O:18][C:19]([F:22])([F:21])[O:20][C:16]=4[CH:15]=3)[CH2:13][CH2:12]2)=[O:10])[CH:5]=[CH:4][C:3]=1[CH3:25].[F:26][C:27]([F:46])([F:45])[C:28]([C:30]1[CH:35]=[CH:34][CH:33]=[C:32](B2OC(C)(C)C(C)(C)O2)[CH:31]=1)=[O:29].C(=O)([O-])[O-].[Na+].[Na+]. Given the product [F:21][C:19]1([F:22])[O:18][C:17]2[CH:23]=[CH:24][C:14]([C:11]3([C:9]([NH:8][C:6]4[CH:5]=[CH:4][C:3]([CH3:25])=[C:2]([C:32]5[CH:33]=[CH:34][CH:35]=[C:30]([C:28](=[O:29])[C:27]([F:46])([F:45])[F:26])[CH:31]=5)[N:7]=4)=[O:10])[CH2:13][CH2:12]3)=[CH:15][C:16]=2[O:20]1, predict the reactants needed to synthesize it. (4) The reactants are: F[B-](F)(F)F.C([O+](CC)CC)C.[C:13]([O:17][C:18](=[O:25])[NH:19][C@H:20]([C:22](=O)[NH2:23])[CH3:21])([CH3:16])([CH3:15])[CH3:14].[F:26][C:27]1[CH:28]=[C:29]([NH:34][C:35]2[N:36]([CH3:40])[N:37]=[CH:38][CH:39]=2)[C:30](N)=[CH:31][CH:32]=1. Given the product [C:13]([O:17][C:18](=[O:25])[NH:19][C@H:20]([C:22]1[N:34]([C:35]2[N:36]([CH3:40])[N:37]=[CH:38][CH:39]=2)[C:29]2[CH:28]=[C:27]([F:26])[CH:32]=[CH:31][C:30]=2[N:23]=1)[CH3:21])([CH3:16])([CH3:15])[CH3:14], predict the reactants needed to synthesize it. (5) The reactants are: [CH3:1][O:2][C:3]1[C:11]([CH3:12])=[C:10]2[C:6]([C:7](=[O:13])[O:8][CH2:9]2)=[C:5]([O:14][CH2:15][CH2:16][Si:17]([CH3:20])([CH3:19])[CH3:18])[C:4]=1[CH2:21][CH:22]=[O:23].[Li+].[BH4-]. Given the product [OH:23][CH2:22][CH2:21][C:4]1[C:5]([O:14][CH2:15][CH2:16][Si:17]([CH3:20])([CH3:19])[CH3:18])=[C:6]2[C:10]([CH2:9][O:8][C:7]2=[O:13])=[C:11]([CH3:12])[C:3]=1[O:2][CH3:1], predict the reactants needed to synthesize it. (6) Given the product [F:40][C:23]1[CH:24]=[CH:25][C:26]([C:28](=[O:39])[NH:29][C:30]2([C:33]3[CH:34]=[CH:35][CH:36]=[CH:37][CH:38]=3)[CH2:31][CH2:32]2)=[CH:27][C:22]=1[C:21]1[C:2]([NH:1][S:42]([CH3:41])(=[O:44])=[O:43])=[CH:3][C:4]2[O:8][C:7]([C:9]3[CH:14]=[CH:13][C:12]([F:15])=[CH:11][CH:10]=3)=[C:6]([C:16]([NH:18][CH3:19])=[O:17])[C:5]=2[CH:20]=1, predict the reactants needed to synthesize it. The reactants are: [NH2:1][C:2]1[C:21]([C:22]2[CH:27]=[C:26]([C:28](=[O:39])[NH:29][C:30]3([C:33]4[CH:38]=[CH:37][CH:36]=[CH:35][CH:34]=4)[CH2:32][CH2:31]3)[CH:25]=[CH:24][C:23]=2[F:40])=[CH:20][C:5]2[C:6]([C:16]([NH:18][CH3:19])=[O:17])=[C:7]([C:9]3[CH:14]=[CH:13][C:12]([F:15])=[CH:11][CH:10]=3)[O:8][C:4]=2[CH:3]=1.[CH3:41][S:42](Cl)(=[O:44])=[O:43].CS(NS(C)(=O)=O)(=O)=O. (7) Given the product [F:26][C:17]1[CH:16]=[C:15]([C@H:11]([NH:10][C:8]([C:6]2[CH:5]=[C:4]([O:27][CH3:28])[N:3]=[C:2]([C:33]3[S:32][C:31]([O:30][CH3:29])=[N:35][CH:34]=3)[N:7]=2)=[O:9])[CH2:12][O:13][CH3:14])[CH:20]=[CH:19][C:18]=1[O:21][C:22]([F:25])([F:24])[F:23], predict the reactants needed to synthesize it. The reactants are: Cl[C:2]1[N:7]=[C:6]([C:8]([NH:10][C@@H:11]([C:15]2[CH:20]=[CH:19][C:18]([O:21][C:22]([F:25])([F:24])[F:23])=[C:17]([F:26])[CH:16]=2)[CH2:12][O:13][CH3:14])=[O:9])[CH:5]=[C:4]([O:27][CH3:28])[N:3]=1.[CH3:29][O:30][C:31]1[S:32][C:33](B(O)O)=[CH:34][N:35]=1.C1(P(C2CCCCC2)C2C=CC=CC=2C2C(OC)=CC=CC=2OC)CCCCC1.C(=O)([O-])[O-].[Cs+].[Cs+].CC(O)(CC)C.